Dataset: CYP2D6 inhibition data for predicting drug metabolism from PubChem BioAssay. Task: Regression/Classification. Given a drug SMILES string, predict its absorption, distribution, metabolism, or excretion properties. Task type varies by dataset: regression for continuous measurements (e.g., permeability, clearance, half-life) or binary classification for categorical outcomes (e.g., BBB penetration, CYP inhibition). Dataset: cyp2d6_veith. (1) The compound is CC(C)CNC(=S)NC1CC2CCCC(C1)N2Cc1ccco1. The result is 1 (inhibitor). (2) The drug is CC1(C)CCC=[N+]1[O-]. The result is 0 (non-inhibitor). (3) The molecule is Cc1cc(C)cc(OCC(=O)NNC(=O)c2cc(C)[nH]n2)c1. The result is 0 (non-inhibitor). (4) The drug is CO[C@H]1COC(=O)C/C=C\[C@H](C)[C@@H](NS(=O)(=O)c2ccc(C)cc2)COC(=O)C/C=C\[C@@H]1C. The result is 0 (non-inhibitor). (5) The molecule is O=C(NC(=S)Nc1cccc(Cl)c1N1CCCCC1)c1ccco1. The result is 0 (non-inhibitor). (6) The drug is CCCCCCC1CC(C)(/C(C)=N/NC(N)=O)OC1=O. The result is 0 (non-inhibitor).